From a dataset of Catalyst prediction with 721,799 reactions and 888 catalyst types from USPTO. Predict which catalyst facilitates the given reaction. (1) Reactant: [F:1][C:2]1[CH:28]=[CH:27][C:5]([C:6]([NH:8][C@H:9]([C:15]([N:17]2[CH2:22][CH2:21][N:20]([S:23]([CH3:26])(=[O:25])=[O:24])[CH2:19][CH2:18]2)=[O:16])[CH2:10][CH2:11][C:12](O)=[O:13])=[O:7])=[CH:4][CH:3]=1. Product: [F:1][C:2]1[CH:3]=[CH:4][C:5]([C:6]([NH:8][C@@H:9]([CH2:10][CH2:11][CH2:12][OH:13])[C:15]([N:17]2[CH2:22][CH2:21][N:20]([S:23]([CH3:26])(=[O:25])=[O:24])[CH2:19][CH2:18]2)=[O:16])=[O:7])=[CH:27][CH:28]=1. The catalyst class is: 30. (2) Reactant: [CH3:1][C:2]1[NH:7][C:6](=O)[C:5](C(O)=O)=[CH:4][C:3]=1[N+:12]([O-:14])=[O:13].CN([CH:18]=[O:19])C.O=P(Cl)(Cl)[Cl:22].[CH3:25][OH:26]. Product: [Cl:22][C:6]1[N:7]=[C:2]([CH3:1])[C:3]([N+:12]([O-:14])=[O:13])=[CH:4][C:5]=1[C:25]([O:19][CH3:18])=[O:26]. The catalyst class is: 159. (3) Reactant: [Br:1][C:2]1[CH:3]=[C:4]2[C:9](=[CH:10][CH:11]=1)[CH:8]=[C:7]([C:12](=[O:15])[CH2:13]Cl)[CH:6]=[CH:5]2.[C:16]([O:20][C:21]([N:23]1[CH2:27][C@@H:26]([C:28]#[N:29])[CH2:25][C@H:24]1[C:30]([OH:32])=[O:31])=[O:22])([CH3:19])([CH3:18])[CH3:17].CCN(C(C)C)C(C)C. Product: [C:16]([O:20][C:21]([N:23]1[CH2:27][C@@H:26]([C:28]#[N:29])[CH2:25][C@H:24]1[C:30]([O:32][CH2:13][C:12]([C:7]1[CH:6]=[CH:5][C:4]2[C:9](=[CH:10][CH:11]=[C:2]([Br:1])[CH:3]=2)[CH:8]=1)=[O:15])=[O:31])=[O:22])([CH3:19])([CH3:17])[CH3:18]. The catalyst class is: 10. (4) Reactant: [Cl:1][C:2]1[CH:7]=[CH:6][C:5]([S:8][CH2:9][C:10]([O:12]CC)=[O:11])=[C:4]([S:15][C:16]2[CH:21]=[CH:20][C:19]([S:22]([CH2:25][CH3:26])(=[O:24])=[O:23])=[CH:18][C:17]=2[Cl:27])[CH:3]=1.[OH-].[Na+]. Product: [Cl:1][C:2]1[CH:7]=[CH:6][C:5]([S:8][CH2:9][C:10]([OH:12])=[O:11])=[C:4]([S:15][C:16]2[CH:21]=[CH:20][C:19]([S:22]([CH2:25][CH3:26])(=[O:24])=[O:23])=[CH:18][C:17]=2[Cl:27])[CH:3]=1. The catalyst class is: 24. (5) Reactant: [CH3:1][O:2][C:3]1[CH:4]=[C:5]([SH:9])[CH:6]=[CH:7][CH:8]=1.C(O)C.[OH-].[K+].Br[CH2:16][C:17]([C:19]1[CH:24]=[CH:23][C:22]([F:25])=[CH:21][CH:20]=1)=[O:18]. Product: [F:25][C:22]1[CH:23]=[CH:24][C:19]([C:17](=[O:18])[CH2:16][S:9][C:5]2[CH:6]=[CH:7][CH:8]=[C:3]([O:2][CH3:1])[CH:4]=2)=[CH:20][CH:21]=1. The catalyst class is: 161.